This data is from Full USPTO retrosynthesis dataset with 1.9M reactions from patents (1976-2016). The task is: Predict the reactants needed to synthesize the given product. The reactants are: C([NH:4]/[N:5]=[CH:6]/[C:7]1[CH:17]=[N:16][CH:15]=[C:14]([Cl:18])[C:8]=1[C:9](OCC)=[O:10])(=O)C.[OH-].[Na+].C([O-])(O)=O.[Na+]. Given the product [Cl:18][C:14]1[C:8]2[C:9](=[O:10])[NH:4][N:5]=[CH:6][C:7]=2[CH:17]=[N:16][CH:15]=1, predict the reactants needed to synthesize it.